This data is from Catalyst prediction with 721,799 reactions and 888 catalyst types from USPTO. The task is: Predict which catalyst facilitates the given reaction. (1) Reactant: C(OC([N:8]1C2C(=CC(CN3CCN(C(OC(C)(C)C)=O)CC3)=CC=2)C=[C:9]1[C:31]1[C:32](=O)[N:33](COCC[Si](C)(C)C)C=C(C(O)=O)C=1)=O)(C)(C)C.[C:49]1([C@H:55](O)[CH3:56])[CH:54]=[CH:53][CH:52]=[CH:51][CH:50]=1.C(OC(N1C2C(=CC(C(N3CCN(C)CC3)=O)=CC=2)C=C1C1C(=O)N(COCC[Si](C)(C)C)C=C(C(O)=O)C=1)=O)(C)(C)C.N([C:109]([O:111][CH:112]([CH3:114])C)=[O:110])=N[C:109]([O:111][CH:112](C)[CH3:114])=[O:110]. Product: [CH2:112]([O:111][C:109]([C:31]1[CH:9]=[N:8][N:33]([C@H:55]([C:49]2[CH:54]=[CH:53][CH:52]=[CH:51][CH:50]=2)[CH3:56])[CH:32]=1)=[O:110])[CH3:114]. The catalyst class is: 7. (2) Reactant: [NH2:1][C:2]1[C:7]2[CH2:8][C:9]([CH3:12])([CH3:11])[O:10][C:6]=2[C:5]([C:13]([O:15][CH3:16])=[O:14])=[CH:4][C:3]=1[NH2:17].[Cl:18][C:19]1[CH:24]=[CH:23][CH:22]=[C:21]([CH3:25])[C:20]=1[N:26]=[C:27]=S. Product: [Cl:18][C:19]1[CH:24]=[CH:23][CH:22]=[C:21]([CH3:25])[C:20]=1[NH:26][C:27]1[NH:1][C:2]2[C:7]3[CH2:8][C:9]([CH3:12])([CH3:11])[O:10][C:6]=3[C:5]([C:13]([O:15][CH3:16])=[O:14])=[CH:4][C:3]=2[N:17]=1. The catalyst class is: 10. (3) Reactant: [Br:1][C:2]1[C:3]([F:12])=[C:4]2[C:10]([NH2:11])=[CH:9][NH:8][C:5]2=[N:6][CH:7]=1.[CH3:13][O:14][C:15]1[N:20]=[C:19]([C:21](O)=[O:22])[CH:18]=[CH:17][CH:16]=1.O=C1N(P(Cl)(N2CCOC2=O)=O)CCO1.C(N(CC)CC)C.[Li+].[OH-]. Product: [Br:1][C:2]1[C:3]([F:12])=[C:4]2[C:10]([NH:11][C:21](=[O:22])[C:19]3[CH:18]=[CH:17][CH:16]=[C:15]([O:14][CH3:13])[N:20]=3)=[CH:9][NH:8][C:5]2=[N:6][CH:7]=1. The catalyst class is: 34. (4) Reactant: Br[C:2]1[C:10]2[O:9][CH2:8][C@@H:7]([N:11]([C:26](=[O:31])[C:27]([F:30])([F:29])[F:28])[C:12]3[CH:25]=[CH:24][C:15]4[C@H:16]([CH2:19][C:20]([O:22][CH3:23])=[O:21])[CH2:17][O:18][C:14]=4[CH:13]=3)[C:6]=2[CH:5]=[CH:4][CH:3]=1.[CH3:32][C:33]1[CH:38]=[CH:37][N:36]=[C:35]([NH2:39])[CH:34]=1.C(=O)([O-])[O-].[Cs+].[Cs+].C1(P(C2C=CC=CC=2)C2C3OC4C(=CC=CC=4P(C4C=CC=CC=4)C4C=CC=CC=4)C(C)(C)C=3C=CC=2)C=CC=CC=1. Product: [CH3:32][C:33]1[CH:38]=[CH:37][N:36]=[C:35]([NH:39][C:2]2[C:10]3[O:9][CH2:8][C@@H:7]([N:11]([C:26](=[O:31])[C:27]([F:30])([F:29])[F:28])[C:12]4[CH:25]=[CH:24][C:15]5[C@H:16]([CH2:19][C:20]([O:22][CH3:23])=[O:21])[CH2:17][O:18][C:14]=5[CH:13]=4)[C:6]=3[CH:5]=[CH:4][CH:3]=2)[CH:34]=1.[CH3:32][C:33]1[CH:38]=[CH:37][N:36]=[C:35]([NH:39][C:2]2[C:10]3[O:9][CH2:8][C@@H:7]([NH:11][C:12]4[CH:25]=[CH:24][C:15]5[C@H:16]([CH2:19][C:20]([O:22][CH3:23])=[O:21])[CH2:17][O:18][C:14]=5[CH:13]=4)[C:6]=3[CH:5]=[CH:4][CH:3]=2)[CH:34]=1. The catalyst class is: 491. (5) Reactant: [Br:1][C:2]1[CH:7]=[CH:6][C:5]([C@@H:8]([N:10]([CH2:18][CH2:19][CH:20]([C:22]2[CH:27]=[CH:26][C:25]([F:28])=[CH:24][CH:23]=2)O)[C:11](=[O:17])[O:12]C(C)(C)C)[CH3:9])=[CH:4][CH:3]=1.[H-].[Na+].CCOC(C)=O. Product: [Br:1][C:2]1[CH:3]=[CH:4][C:5]([C@@H:8]([N:10]2[CH2:18][CH2:19][CH:20]([C:22]3[CH:23]=[CH:24][C:25]([F:28])=[CH:26][CH:27]=3)[O:12][C:11]2=[O:17])[CH3:9])=[CH:6][CH:7]=1. The catalyst class is: 20.